This data is from Reaction yield outcomes from USPTO patents with 853,638 reactions. The task is: Predict the reaction yield, written as a fraction of the theoretical maximum amount of product (1.0 means a 100% yield; for example, 0.34 means a 34% yield). (1) The catalyst is O. The yield is 0.570. The reactants are Cl[CH2:2][C:3]([OH:5])=[O:4].[CH3:6][C:7]([C:9]1[CH:14]=[C:13]([F:15])[CH:12]=[CH:11][C:10]=1[OH:16])=[O:8].[OH-].[Na+]. The product is [C:7]([C:9]1[CH:14]=[C:13]([F:15])[CH:12]=[CH:11][C:10]=1[O:16][CH2:2][C:3]([OH:5])=[O:4])(=[O:8])[CH3:6]. (2) The reactants are [O:1]=[S:2]1(=[O:28])[C:6]2[CH:7]=[CH:8][C:9]([C:11]3[C:19]4[C:14](=[CH:15][C:16]([F:20])=[CH:17][CH:18]=4)[N:13](C(OC(C)(C)C)=O)[CH:12]=3)=[CH:10][C:5]=2[CH2:4][NH:3]1. The catalyst is CC(=O)OCC.Cl. The product is [F:20][C:16]1[CH:15]=[C:14]2[C:19]([C:11]([C:9]3[CH:8]=[CH:7][C:6]4[S:2](=[O:28])(=[O:1])[NH:3][CH2:4][C:5]=4[CH:10]=3)=[CH:12][NH:13]2)=[CH:18][CH:17]=1. The yield is 0.170. (3) The reactants are [I:1][C:2]1[CH:3]=[C:4]([C:12]2[O:16][N:15]=[C:14]([C:17]3[CH:25]=[CH:24][CH:23]=[C:22]4[C:18]=3[CH2:19][CH2:20][N:21]4[CH2:26][C:27]3([NH:35]C(=O)OC(C)(C)C)[CH2:32][O:31]C(C)(C)[O:29][CH2:28]3)[N:13]=2)[CH:5]=[CH:6][C:7]=1[O:8][CH2:9][CH2:10][CH3:11].C(OC1C=C(C2ON=C(C3C=CC=C4C=3CCN4CC3(NC(=O)OC(C)(C)C)COC(C)(C)OC3)N=2)C=CC=1OCC)C. No catalyst specified. The product is [NH2:35][C:27]([CH2:26][N:21]1[C:22]2[C:18](=[C:17]([C:14]3[N:13]=[C:12]([C:4]4[CH:5]=[CH:6][C:7]([O:8][CH2:9][CH2:10][CH3:11])=[C:2]([I:1])[CH:3]=4)[O:16][N:15]=3)[CH:25]=[CH:24][CH:23]=2)[CH2:19][CH2:20]1)([CH2:28][OH:29])[CH2:32][OH:31]. The yield is 0.750.